From a dataset of Full USPTO retrosynthesis dataset with 1.9M reactions from patents (1976-2016). Predict the reactants needed to synthesize the given product. (1) Given the product [F:1][C:2]1[CH:10]=[C:9]([NH:16][CH3:15])[C:8]([N+:12]([O-:14])=[O:13])=[CH:7][C:3]=1[C:4]([OH:6])=[O:5], predict the reactants needed to synthesize it. The reactants are: [F:1][C:2]1[CH:10]=[C:9](F)[C:8]([N+:12]([O-:14])=[O:13])=[CH:7][C:3]=1[C:4]([OH:6])=[O:5].[CH3:15][NH2:16]. (2) Given the product [F:1][C:2]1[CH:10]=[C:9]2[C:5]([C:6]([C:20]3[CH:24]=[N:23][N:22]([CH:26]4[CH2:27][N:28]([C:30]([O:32][C:33]([CH3:36])([CH3:35])[CH3:34])=[O:31])[CH2:29]4)[CH:21]=3)=[CH:7][N:8]2[S:11]([C:14]2[CH:15]=[CH:16][CH:17]=[CH:18][CH:19]=2)(=[O:12])=[O:13])=[CH:4][CH:3]=1, predict the reactants needed to synthesize it. The reactants are: [F:1][C:2]1[CH:10]=[C:9]2[C:5]([C:6]([C:20]3[CH:21]=[N:22][NH:23][CH:24]=3)=[CH:7][N:8]2[S:11]([C:14]2[CH:19]=[CH:18][CH:17]=[CH:16][CH:15]=2)(=[O:13])=[O:12])=[CH:4][CH:3]=1.I[CH:26]1[CH2:29][N:28]([C:30]([O:32][C:33]([CH3:36])([CH3:35])[CH3:34])=[O:31])[CH2:27]1.